From a dataset of Catalyst prediction with 721,799 reactions and 888 catalyst types from USPTO. Predict which catalyst facilitates the given reaction. (1) Reactant: [CH3:1][O:2][C:3]1[CH:4]=[CH:5][C:6]2[N:7]([N:9]=[C:10]([NH2:12])[N:11]=2)[N:8]=1.Br[C:14]1[CH:19]=[CH:18][C:17]([N:20]2[CH:24]=[C:23]([CH3:25])[N:22]=[CH:21]2)=[C:16]([O:26][CH3:27])[CH:15]=1.C(Cl)Cl. Product: [CH3:27][O:26][C:16]1[CH:15]=[C:14]([NH:12][C:10]2[N:11]=[C:6]3[N:7]([N:8]=[C:3]([O:2][CH3:1])[CH:4]=[CH:5]3)[N:9]=2)[CH:19]=[CH:18][C:17]=1[N:20]1[CH:24]=[C:23]([CH3:25])[N:22]=[CH:21]1. The catalyst class is: 61. (2) Reactant: [Br:1][C:2]1[CH:7]=[CH:6][C:5]([NH:8][C:9]([N:11]2[CH2:16][CH2:15][NH:14][CH2:13][CH2:12]2)=[O:10])=[CH:4][CH:3]=1.[CH:17](=O)[C:18]1[CH:23]=[CH:22][N:21]=[CH:20][CH:19]=1.[BH-](OC(C)=O)(OC(C)=O)OC(C)=O.[Na+]. Product: [Br:1][C:2]1[CH:3]=[CH:4][C:5]([NH:8][C:9]([N:11]2[CH2:12][CH2:13][N:14]([CH2:17][C:18]3[CH:23]=[CH:22][N:21]=[CH:20][CH:19]=3)[CH2:15][CH2:16]2)=[O:10])=[CH:6][CH:7]=1. The catalyst class is: 756.